This data is from CYP2C19 inhibition data for predicting drug metabolism from PubChem BioAssay. The task is: Regression/Classification. Given a drug SMILES string, predict its absorption, distribution, metabolism, or excretion properties. Task type varies by dataset: regression for continuous measurements (e.g., permeability, clearance, half-life) or binary classification for categorical outcomes (e.g., BBB penetration, CYP inhibition). Dataset: cyp2c19_veith. (1) The compound is O=C(O)c1ccccc1Nc1cccc(C(F)(F)F)c1. The result is 0 (non-inhibitor). (2) The drug is Cc1ccc(/C=C2\Sc3ccccc3C2=O)s1. The result is 1 (inhibitor). (3) The molecule is CO[C@@H]1COC(=O)[C@H](Cc2ccccc2)NC(=O)C/C=C\[C@@H](C)[C@H](OC)COC(=O)[C@@H](C)NC(=O)C/C=C\[C@H]1C. The result is 0 (non-inhibitor). (4) The compound is O=[N+]([O-])c1ccccc1N/N=C/c1c[nH]c2ccccc12. The result is 1 (inhibitor). (5) The drug is CCn1c2ccccc2c2cc(NC(=O)C(C)Oc3ccc(OC)cc3)ccc21. The result is 1 (inhibitor). (6) The molecule is C[C@H](O)Cn1cnc2c1c(=O)n(C)c(=O)n2C. The result is 0 (non-inhibitor). (7) The drug is CNC(=O)/C=C1\NC(C)(C)Cc2c1ccc1ccccc21. The result is 1 (inhibitor). (8) The compound is O=C(OCn1ncc(Cl)c(Cl)c1=O)c1cccc(C(F)(F)F)c1. The result is 1 (inhibitor). (9) The drug is CNc1nc(Cl)nc(NC(C)(C)C)n1. The result is 1 (inhibitor). (10) The compound is CN(Cc1ccco1)c1cc(-c2ccc3c(c2)OCO3)ncn1. The result is 1 (inhibitor).